This data is from Forward reaction prediction with 1.9M reactions from USPTO patents (1976-2016). The task is: Predict the product of the given reaction. Given the reactants Cl.[CH2:2]([NH:9][OH:10])[C:3]1[CH:8]=[CH:7][CH:6]=[CH:5][CH:4]=1.[CH3:11][C:12]1[CH:17]=[CH:16][C:15]([S:18][C:19]2[C:24]([CH:25]=O)=[CH:23][CH:22]=[CH:21][N:20]=2)=[CH:14][CH:13]=1, predict the reaction product. The product is: [CH2:2]([N+:9]([O-:10])=[CH:25][C:24]1[C:19]([S:18][C:15]2[CH:16]=[CH:17][C:12]([CH3:11])=[CH:13][CH:14]=2)=[N:20][CH:21]=[CH:22][CH:23]=1)[C:3]1[CH:8]=[CH:7][CH:6]=[CH:5][CH:4]=1.